Dataset: NCI-60 drug combinations with 297,098 pairs across 59 cell lines. Task: Regression. Given two drug SMILES strings and cell line genomic features, predict the synergy score measuring deviation from expected non-interaction effect. (1) Drug 1: C1CCC(C(C1)N)N.C(=O)(C(=O)[O-])[O-].[Pt+4]. Drug 2: N.N.Cl[Pt+2]Cl. Cell line: OVCAR-8. Synergy scores: CSS=35.7, Synergy_ZIP=-11.5, Synergy_Bliss=-2.19, Synergy_Loewe=-3.67, Synergy_HSA=-0.156. (2) Drug 1: C1CC(C1)(C(=O)O)C(=O)O.[NH2-].[NH2-].[Pt+2]. Drug 2: CC(C)NC(=O)C1=CC=C(C=C1)CNNC.Cl. Cell line: HS 578T. Synergy scores: CSS=3.60, Synergy_ZIP=-1.41, Synergy_Bliss=2.08, Synergy_Loewe=4.29, Synergy_HSA=3.12. (3) Drug 1: C1CCC(C1)C(CC#N)N2C=C(C=N2)C3=C4C=CNC4=NC=N3. Drug 2: CS(=O)(=O)CCNCC1=CC=C(O1)C2=CC3=C(C=C2)N=CN=C3NC4=CC(=C(C=C4)OCC5=CC(=CC=C5)F)Cl. Cell line: SK-MEL-2. Synergy scores: CSS=-7.68, Synergy_ZIP=4.39, Synergy_Bliss=0.200, Synergy_Loewe=-8.07, Synergy_HSA=-6.06. (4) Drug 1: CCC1=C2CN3C(=CC4=C(C3=O)COC(=O)C4(CC)O)C2=NC5=C1C=C(C=C5)O. Drug 2: CC(C)(C#N)C1=CC(=CC(=C1)CN2C=NC=N2)C(C)(C)C#N. Cell line: IGROV1. Synergy scores: CSS=23.6, Synergy_ZIP=-7.05, Synergy_Bliss=1.83, Synergy_Loewe=-17.5, Synergy_HSA=1.45. (5) Drug 1: CCC1=C2CN3C(=CC4=C(C3=O)COC(=O)C4(CC)O)C2=NC5=C1C=C(C=C5)O. Drug 2: C(CC(=O)O)C(=O)CN.Cl. Cell line: SF-295. Synergy scores: CSS=30.7, Synergy_ZIP=-6.51, Synergy_Bliss=-1.78, Synergy_Loewe=-8.24, Synergy_HSA=-0.948.